Dataset: Reaction yield outcomes from USPTO patents with 853,638 reactions. Task: Predict the reaction yield, written as a fraction of the theoretical maximum amount of product (1.0 means a 100% yield; for example, 0.34 means a 34% yield). (1) The reactants are [F:1][C:2]1[CH:7]=[CH:6][CH:5]=[C:4]([F:8])[C:3]=1[NH:9][C:10](=[O:47])[C:11]1[CH:16]=[CH:15][CH:14]=[C:13]([C:17]2[N:18]=[C:19]3[CH:24]=[CH:23][CH:22]=[CH:21][N:20]3[C:25]=2[C:26]2[CH:31]=[CH:30][N:29]=[C:28]([NH:32]C3C=CC(OC4CCNCC4)=CC=3C)[N:27]=2)[CH:12]=1.[CH3:48][O:49][C:50]1[CH:56]=[C:55]([N:57]2[CH2:62][CH2:61][N:60]([S:63]([CH3:66])(=[O:65])=[O:64])[CH2:59][CH2:58]2)[CH:54]=[CH:53][C:51]=1N.C1(C)C=CC(S(O)(=O)=O)=CC=1.[CH2:78]([OH:83])[C:79](F)(F)F.N. The catalyst is CO.C(Cl)Cl. The product is [F:8][C:4]1[CH:5]=[CH:6][CH:7]=[C:2]([F:1])[C:3]=1[NH:9][C:10](=[O:47])[C:11]1[CH:12]=[C:13]([C:17]2[N:18]=[C:19]3[CH:24]=[CH:23][CH:22]=[CH:21][N:20]3[C:25]=2[C:26]2[CH:31]=[CH:30][N:29]=[C:28]([NH:32][C:51]3[CH:53]=[CH:54][C:55]([N:57]4[CH2:62][CH2:61][N:60]([S:63]([CH3:66])(=[O:65])=[O:64])[CH2:59][CH2:58]4)=[CH:56][C:50]=3[O:49][CH3:48])[N:27]=2)[CH:14]=[CH:15][C:16]=1[O:83][CH2:78][CH3:79]. The yield is 0.560. (2) The reactants are [Br:1][C:2]1[CH:7]=[C:6]([C:8]([CH3:11])([CH3:10])[CH3:9])[CH:5]=[CH:4][C:3]=1[NH2:12].[N+:13]([O-])([O-:15])=[O:14].[K+]. The catalyst is OS(O)(=O)=O. The product is [Br:1][C:2]1[CH:7]=[C:6]([C:8]([CH3:9])([CH3:11])[CH3:10])[C:5]([N+:13]([O-:15])=[O:14])=[CH:4][C:3]=1[NH2:12]. The yield is 0.780.